This data is from NCI-60 drug combinations with 297,098 pairs across 59 cell lines. The task is: Regression. Given two drug SMILES strings and cell line genomic features, predict the synergy score measuring deviation from expected non-interaction effect. (1) Drug 1: CC1=C(C(CCC1)(C)C)C=CC(=CC=CC(=CC(=O)O)C)C. Synergy scores: CSS=4.55, Synergy_ZIP=-3.10, Synergy_Bliss=-4.17, Synergy_Loewe=1.45, Synergy_HSA=-3.42. Cell line: HT29. Drug 2: C1CC(=O)NC(=O)C1N2C(=O)C3=CC=CC=C3C2=O. (2) Drug 1: C1CN1P(=S)(N2CC2)N3CC3. Drug 2: C1=NNC2=C1C(=O)NC=N2. Cell line: A549. Synergy scores: CSS=23.8, Synergy_ZIP=-9.70, Synergy_Bliss=0.580, Synergy_Loewe=-14.6, Synergy_HSA=0.232. (3) Drug 1: CC1=C2C(C(=O)C3(C(CC4C(C3C(C(C2(C)C)(CC1OC(=O)C(C(C5=CC=CC=C5)NC(=O)OC(C)(C)C)O)O)OC(=O)C6=CC=CC=C6)(CO4)OC(=O)C)OC)C)OC. Drug 2: C1CN(P(=O)(OC1)NCCCl)CCCl. Cell line: RPMI-8226. Synergy scores: CSS=74.4, Synergy_ZIP=6.82, Synergy_Bliss=6.94, Synergy_Loewe=-15.4, Synergy_HSA=7.33. (4) Drug 1: C1CN(P(=O)(OC1)NCCCl)CCCl. Drug 2: C1C(C(OC1N2C=NC3=C2NC=NCC3O)CO)O. Cell line: TK-10. Synergy scores: CSS=0.406, Synergy_ZIP=0.826, Synergy_Bliss=1.02, Synergy_Loewe=-1.26, Synergy_HSA=-1.06. (5) Drug 1: C1=NC2=C(N1)C(=S)N=C(N2)N. Drug 2: CS(=O)(=O)OCCCCOS(=O)(=O)C. Cell line: MDA-MB-231. Synergy scores: CSS=25.0, Synergy_ZIP=-8.06, Synergy_Bliss=0.751, Synergy_Loewe=-3.15, Synergy_HSA=1.07.